This data is from NCI-60 drug combinations with 297,098 pairs across 59 cell lines. The task is: Regression. Given two drug SMILES strings and cell line genomic features, predict the synergy score measuring deviation from expected non-interaction effect. Drug 1: CCC1(CC2CC(C3=C(CCN(C2)C1)C4=CC=CC=C4N3)(C5=C(C=C6C(=C5)C78CCN9C7C(C=CC9)(C(C(C8N6C)(C(=O)OC)O)OC(=O)C)CC)OC)C(=O)OC)O.OS(=O)(=O)O. Drug 2: C(CN)CNCCSP(=O)(O)O. Cell line: HL-60(TB). Synergy scores: CSS=-5.71, Synergy_ZIP=2.94, Synergy_Bliss=-2.19, Synergy_Loewe=-11.2, Synergy_HSA=-11.0.